Dataset: Reaction yield outcomes from USPTO patents with 853,638 reactions. Task: Predict the reaction yield, written as a fraction of the theoretical maximum amount of product (1.0 means a 100% yield; for example, 0.34 means a 34% yield). (1) The reactants are FC(F)(F)C([N:5]([C@@H:13]1[CH2:15][C@H:14]1[C:16]1[CH:21]=[CH:20][CH:19]=[CH:18][CH:17]=1)[CH2:6][CH:7]1[CH2:12][CH2:11][NH:10][CH2:9][CH2:8]1)=O.C(N(CC)CC)C.[C:31](Cl)(=[O:38])[C:32]1[CH:37]=[CH:36][CH:35]=[CH:34][CH:33]=1.[NH4+].[Cl-]. The catalyst is C(Cl)(Cl)Cl. The product is [C:32]1([C:31]([N:10]2[CH2:9][CH2:8][CH:7]([CH2:6][NH:5][C@@H:13]3[CH2:15][C@H:14]3[C:16]3[CH:17]=[CH:18][CH:19]=[CH:20][CH:21]=3)[CH2:12][CH2:11]2)=[O:38])[CH:37]=[CH:36][CH:35]=[CH:34][CH:33]=1. The yield is 0.463. (2) The reactants are C[O:2][C:3]([C:5]1[C:10]([NH:11][C:12]2[CH:17]=[CH:16][C:15]([Br:18])=[CH:14][C:13]=2[F:19])=[C:9]([F:20])[C:8](=[O:21])[NH:7][CH:6]=1)=[O:4].C1COCC1.[Li+].[OH-].Cl. The catalyst is CO. The product is [Br:18][C:15]1[CH:16]=[CH:17][C:12]([NH:11][C:10]2[C:5]([C:3]([OH:4])=[O:2])=[CH:6][NH:7][C:8](=[O:21])[C:9]=2[F:20])=[C:13]([F:19])[CH:14]=1. The yield is 0.990. (3) The reactants are [C@H:1]1([NH:10][C:11]2[CH:20]=[CH:19][C:18]3[C:13](=[CH:14][CH:15]=[C:16]([NH:21][C:22]([NH:24][CH:25]4[CH2:30][CH2:29][NH:28][CH2:27][CH2:26]4)=[O:23])[CH:17]=3)[N:12]=2)[C:9]2[C:4](=[CH:5][CH:6]=[CH:7][CH:8]=2)[CH2:3][CH2:2]1.C(N(CC)CC)C.[CH3:38][S:39]([CH:42]=[CH2:43])(=[O:41])=[O:40].C(OCC)(=O)C. The catalyst is O1CCCC1. The product is [C@H:1]1([NH:10][C:11]2[CH:20]=[CH:19][C:18]3[C:13](=[CH:14][CH:15]=[C:16]([NH:21][C:22]([NH:24][CH:25]4[CH2:30][CH2:29][N:28]([CH2:43][CH2:42][S:39]([CH3:38])(=[O:41])=[O:40])[CH2:27][CH2:26]4)=[O:23])[CH:17]=3)[N:12]=2)[C:9]2[C:4](=[CH:5][CH:6]=[CH:7][CH:8]=2)[CH2:3][CH2:2]1. The yield is 0.410. (4) The reactants are [F:1][C:2]1[CH:3]=[N:4][C:5]([NH:8][C:9]2[S:10][C:11]3[CH2:17][CH2:16][N:15]([CH2:18][CH2:19][S:20]([CH3:23])(=[O:22])=[O:21])[C:14]4=[N:24][N:25](CC5C=CC(OC)=CC=5)[CH:26]=[C:13]4[C:12]=3[N:36]=2)=[N:6][CH:7]=1. The catalyst is C(O)(C(F)(F)F)=O. The product is [F:1][C:2]1[CH:3]=[N:4][C:5]([NH:8][C:9]2[S:10][C:11]3[CH2:17][CH2:16][N:15]([CH2:18][CH2:19][S:20]([CH3:23])(=[O:22])=[O:21])[C:14]4=[N:24][NH:25][CH:26]=[C:13]4[C:12]=3[N:36]=2)=[N:6][CH:7]=1. The yield is 0.300. (5) The yield is 1.00. The catalyst is CC#N.C(Cl)Cl. The product is [O:9]=[C:6]1[CH2:7][CH2:8][N:3]([CH2:2][C:27]2[CH:28]=[N:29][CH:30]=[CH:31][CH:32]=2)[CH2:4][CH:5]1[C:10]([O:12][CH3:13])=[O:11]. The reactants are Cl.[CH3:2][N:3]1[CH2:8][CH2:7][C:6](=[O:9])[CH:5]([C:10]([OH:12])=[O:11])[CH2:4]1.[CH:13](N(C(C)C)CC)(C)C.[I-].[Na+].Cl.ClC[C:27]1[CH:28]=[N:29][CH:30]=[CH:31][CH:32]=1. (6) The reactants are Cl[C:2]1[N:7]=[C:6]([NH:8][C:9]2[CH:14]=[CH:13][CH:12]=[C:11]([OH:15])[CH:10]=2)[C:5]([F:16])=[CH:4][N:3]=1.[NH2:17][CH2:18][CH2:19][C:20]1[C:28]2[C:23](=[CH:24][CH:25]=[CH:26][CH:27]=2)[NH:22][CH:21]=1. No catalyst specified. The product is [F:16][C:5]1[C:6]([NH:8][C:9]2[CH:14]=[CH:13][CH:12]=[C:11]([OH:15])[CH:10]=2)=[N:7][C:2]([NH:17][CH2:18][CH2:19][C:20]2[C:28]3[C:23](=[CH:24][CH:25]=[CH:26][CH:27]=3)[NH:22][CH:21]=2)=[N:3][CH:4]=1. The yield is 0.530.